This data is from NCI-60 drug combinations with 297,098 pairs across 59 cell lines. The task is: Regression. Given two drug SMILES strings and cell line genomic features, predict the synergy score measuring deviation from expected non-interaction effect. (1) Drug 1: C1CC(C1)(C(=O)O)C(=O)O.[NH2-].[NH2-].[Pt+2]. Drug 2: C1CN(P(=O)(OC1)NCCCl)CCCl. Synergy scores: CSS=1.10, Synergy_ZIP=0.229, Synergy_Bliss=0.395, Synergy_Loewe=-1.78, Synergy_HSA=-1.66. Cell line: UACC-257. (2) Drug 1: CN1CCC(CC1)COC2=C(C=C3C(=C2)N=CN=C3NC4=C(C=C(C=C4)Br)F)OC. Drug 2: N.N.Cl[Pt+2]Cl. Cell line: BT-549. Synergy scores: CSS=0.858, Synergy_ZIP=1.98, Synergy_Bliss=5.65, Synergy_Loewe=2.50, Synergy_HSA=3.06.